Dataset: Full USPTO retrosynthesis dataset with 1.9M reactions from patents (1976-2016). Task: Predict the reactants needed to synthesize the given product. Given the product [CH3:35][N:36]([CH3:42])[CH:37]1[CH2:41][CH2:40][N:39]([C:25]([C:21]2[CH:20]=[C:19]([C:12]3[CH:11]=[C:10]4[C:15]([CH2:16][CH:17]([CH3:18])[N:8]([C:6]5[CH:5]=[C:4]([N:28]6[CH2:33][CH2:32][N:31]([CH3:34])[CH2:30][CH2:29]6)[N:3]=[C:2]([NH2:1])[N:7]=5)[CH2:9]4)=[CH:14][CH:13]=3)[CH:24]=[CH:23][N:22]=2)=[O:26])[CH2:38]1, predict the reactants needed to synthesize it. The reactants are: [NH2:1][C:2]1[N:7]=[C:6]([N:8]2[CH:17]([CH3:18])[CH2:16][C:15]3[C:10](=[CH:11][C:12]([C:19]4[CH:24]=[CH:23][N:22]=[C:21]([C:25](O)=[O:26])[CH:20]=4)=[CH:13][CH:14]=3)[CH2:9]2)[CH:5]=[C:4]([N:28]2[CH2:33][CH2:32][N:31]([CH3:34])[CH2:30][CH2:29]2)[N:3]=1.[CH3:35][N:36]([CH3:42])[CH:37]1[CH2:41][CH2:40][NH:39][CH2:38]1.